This data is from NCI-60 drug combinations with 297,098 pairs across 59 cell lines. The task is: Regression. Given two drug SMILES strings and cell line genomic features, predict the synergy score measuring deviation from expected non-interaction effect. (1) Drug 1: C1=NC2=C(N1)C(=S)N=C(N2)N. Drug 2: CC(C)CN1C=NC2=C1C3=CC=CC=C3N=C2N. Cell line: NCI/ADR-RES. Synergy scores: CSS=31.3, Synergy_ZIP=-6.50, Synergy_Bliss=1.03, Synergy_Loewe=-2.93, Synergy_HSA=-0.475. (2) Drug 1: C1=NC2=C(N1)C(=S)N=CN2. Drug 2: CC1CCC2CC(C(=CC=CC=CC(CC(C(=O)C(C(C(=CC(C(=O)CC(OC(=O)C3CCCCN3C(=O)C(=O)C1(O2)O)C(C)CC4CCC(C(C4)OC)O)C)C)O)OC)C)C)C)OC. Cell line: SW-620. Synergy scores: CSS=4.83, Synergy_ZIP=-1.01, Synergy_Bliss=-0.333, Synergy_Loewe=-0.901, Synergy_HSA=-0.220. (3) Drug 1: C1=NC2=C(N=C(N=C2N1C3C(C(C(O3)CO)O)O)F)N. Drug 2: B(C(CC(C)C)NC(=O)C(CC1=CC=CC=C1)NC(=O)C2=NC=CN=C2)(O)O. Cell line: OVCAR-8. Synergy scores: CSS=51.0, Synergy_ZIP=1.08, Synergy_Bliss=1.39, Synergy_Loewe=-16.7, Synergy_HSA=0.257. (4) Drug 1: CN1C(=O)N2C=NC(=C2N=N1)C(=O)N. Drug 2: C1=CN(C=N1)CC(O)(P(=O)(O)O)P(=O)(O)O. Cell line: NCI-H460. Synergy scores: CSS=-0.724, Synergy_ZIP=-0.645, Synergy_Bliss=-2.46, Synergy_Loewe=-1.80, Synergy_HSA=-2.92. (5) Drug 1: C1=NC2=C(N1)C(=S)N=C(N2)N. Drug 2: CCCCC(=O)OCC(=O)C1(CC(C2=C(C1)C(=C3C(=C2O)C(=O)C4=C(C3=O)C=CC=C4OC)O)OC5CC(C(C(O5)C)O)NC(=O)C(F)(F)F)O. Cell line: SN12C. Synergy scores: CSS=26.4, Synergy_ZIP=1.33, Synergy_Bliss=1.47, Synergy_Loewe=3.34, Synergy_HSA=3.55. (6) Drug 1: CCCS(=O)(=O)NC1=C(C(=C(C=C1)F)C(=O)C2=CNC3=C2C=C(C=N3)C4=CC=C(C=C4)Cl)F. Drug 2: C1=CN(C(=O)N=C1N)C2C(C(C(O2)CO)O)O.Cl. Cell line: OVCAR3. Synergy scores: CSS=32.3, Synergy_ZIP=-3.25, Synergy_Bliss=3.76, Synergy_Loewe=-22.5, Synergy_HSA=2.78.